From a dataset of Full USPTO retrosynthesis dataset with 1.9M reactions from patents (1976-2016). Predict the reactants needed to synthesize the given product. The reactants are: [Br:1][C:2]1[CH:7]=[CH:6][C:5]([C:8]2([C:11]([OH:13])=[O:12])[CH2:10][CH2:9]2)=[CH:4][CH:3]=1.Cl[Si](C)(C)[CH3:16]. Given the product [Br:1][C:2]1[CH:3]=[CH:4][C:5]([C:8]2([C:11]([O:13][CH3:16])=[O:12])[CH2:10][CH2:9]2)=[CH:6][CH:7]=1, predict the reactants needed to synthesize it.